From a dataset of Full USPTO retrosynthesis dataset with 1.9M reactions from patents (1976-2016). Predict the reactants needed to synthesize the given product. (1) Given the product [NH2:11][CH2:12][C@H:13]([OH:33])[CH2:14][C:15]([O:26][C:27](=[O:32])[C:28]([CH3:29])([CH3:30])[CH3:31])([CH2:19][CH:20]1[CH2:25][CH2:24][CH2:23][CH2:22][CH2:21]1)[O:16][PH2:17]=[O:18], predict the reactants needed to synthesize it. The reactants are: C(OC([NH:11][CH2:12][C@H:13]([OH:33])[CH2:14][C:15]([O:26][C:27](=[O:32])[C:28]([CH3:31])([CH3:30])[CH3:29])([CH2:19][CH:20]1[CH2:25][CH2:24][CH2:23][CH2:22][CH2:21]1)[O:16][PH2:17]=[O:18])=O)C1C=CC=CC=1.[H][H]. (2) Given the product [C:1]12([C:11]3[CH:12]=[C:13](/[CH:14]=[CH:28]/[N+:29]([O-:31])=[O:30])[CH:16]=[CH:17][C:18]=3[O:19][CH:20]([CH3:22])[CH3:21])[CH2:2][CH:3]3[CH2:4][CH:5]([CH2:6][CH:7]([CH2:9]3)[CH2:8]1)[CH2:10]2, predict the reactants needed to synthesize it. The reactants are: [C:1]12([C:11]3[CH:12]=[C:13]([CH:16]=[CH:17][C:18]=3[O:19][CH:20]([CH3:22])[CH3:21])[CH:14]=O)[CH2:10][CH:5]3[CH2:6][CH:7]([CH2:9][CH:3]([CH2:4]3)[CH2:2]1)[CH2:8]2.CC([O-])=O.[NH4+].[CH3:28][N+:29]([O-:31])=[O:30]. (3) The reactants are: C(N(CC)CC)C.[Si:8](Cl)([C:11]([CH3:14])([CH3:13])[CH3:12])([CH3:10])[CH3:9].[OH:16][CH2:17][C:18]1[NH:19][C:20]2[CH:26]=[CH:25][CH:24]=[CH:23][C:21]=2[N:22]=1. Given the product [Si:8]([O:16][CH2:17][C:18]1[NH:22][C:21]2[CH:23]=[CH:24][CH:25]=[CH:26][C:20]=2[N:19]=1)([C:11]([CH3:14])([CH3:13])[CH3:12])([CH3:10])[CH3:9], predict the reactants needed to synthesize it. (4) Given the product [N:1]1[CH:2]=[N:3][N:4]2[CH:9]=[C:8]([C:10]3[N:11]([C:27]4[CH:28]=[C:29]([CH3:33])[CH:30]=[CH:31][CH:32]=4)[C:12](=[O:26])[N:13]([CH2:16][C:17]4[CH:22]=[CH:21][CH:20]=[CH:19][C:18]=4[NH2:23])[C:14]=3[CH3:15])[CH:7]=[CH:6][C:5]=12, predict the reactants needed to synthesize it. The reactants are: [N:1]1[CH:2]=[N:3][N:4]2[CH:9]=[C:8]([C:10]3[N:11]([C:27]4[CH:28]=[C:29]([CH3:33])[CH:30]=[CH:31][CH:32]=4)[C:12](=[O:26])[N:13]([CH2:16][C:17]4[CH:22]=[CH:21][CH:20]=[CH:19][C:18]=4[N+:23]([O-])=O)[C:14]=3[CH3:15])[CH:7]=[CH:6][C:5]=12.CO.C([O-])=O.[NH4+].